Dataset: Full USPTO retrosynthesis dataset with 1.9M reactions from patents (1976-2016). Task: Predict the reactants needed to synthesize the given product. (1) The reactants are: FC(F)(F)C(O)=O.COC1C=C(OC)C=CC=1C[NH:13][C:14]1[N:22]=[C:21]([C:23]#[N:24])[N:20]=[C:19]2[C:15]=1[N:16]([CH2:25][C@H:26]1[CH2:31][CH2:30][C@H:29]([CH3:32])[CH2:28][CH2:27]1)[CH:17]=[N:18]2. Given the product [NH2:13][C:14]1[N:22]=[C:21]([C:23]#[N:24])[N:20]=[C:19]2[C:15]=1[N:16]([CH2:25][C@H:26]1[CH2:31][CH2:30][C@H:29]([CH3:32])[CH2:28][CH2:27]1)[CH:17]=[N:18]2, predict the reactants needed to synthesize it. (2) Given the product [CH2:28]([O:35][C:36](=[O:39])[CH:37]([CH3:38])[CH:17]([C:18]1[CH:26]=[CH:25][C:21]([C:22]([OH:24])=[O:23])=[CH:20][CH:19]=1)[C:13]1[CH:12]=[C:11]2[C:16](=[CH:15][CH:14]=1)[N:8]([C:5]1[CH:6]=[CH:7][C:2]([F:1])=[CH:3][CH:4]=1)[N:9]=[CH:10]2)[C:29]1[CH:34]=[CH:33][CH:32]=[CH:31][CH:30]=1, predict the reactants needed to synthesize it. The reactants are: [F:1][C:2]1[CH:7]=[CH:6][C:5]([N:8]2[C:16]3[C:11](=[CH:12][C:13]([CH:17](O)[C:18]4[CH:26]=[CH:25][C:21]([C:22]([OH:24])=[O:23])=[CH:20][CH:19]=4)=[CH:14][CH:15]=3)[CH:10]=[N:9]2)=[CH:4][CH:3]=1.[CH2:28]([O:35]/[C:36](/[O:39][Si](C)(C)C)=[CH:37]/[CH3:38])[C:29]1[CH:34]=[CH:33][CH:32]=[CH:31][CH:30]=1. (3) Given the product [C:17]([O:16][C@H:15]1[C@H:14]([O:25][C:36](=[O:38])[CH3:37])[C@:13]([C:34]#[N:35])([N:26]2[CH:31]=[CH:30][C:29](=[O:32])[NH:28][C:27]2=[O:33])[O:12][C@@H:11]1[CH2:10][O:9][C:1](=[O:8])[C:2]1[CH:7]=[CH:6][CH:5]=[CH:4][CH:3]=1)(=[O:24])[C:18]1[CH:19]=[CH:20][CH:21]=[CH:22][CH:23]=1, predict the reactants needed to synthesize it. The reactants are: [C:1]([O:9][CH2:10][C@@H:11]1[C@@H:15]([O:16][C:17](=[O:24])[C:18]2[CH:23]=[CH:22][CH:21]=[CH:20][CH:19]=2)[C@H:14]([OH:25])[C@:13]([C:34]#[N:35])([N:26]2[CH:31]=[CH:30][C:29](=[O:32])[NH:28][C:27]2=[O:33])[O:12]1)(=[O:8])[C:2]1[CH:7]=[CH:6][CH:5]=[CH:4][CH:3]=1.[C:36](OC(=O)C)(=[O:38])[CH3:37].